From a dataset of Forward reaction prediction with 1.9M reactions from USPTO patents (1976-2016). Predict the product of the given reaction. Given the reactants [C:1]([N:4]1[C:8]2[CH:9]=[N:10][C:11]3[CH:12]=[CH:13][C:14](Br)=[CH:15][C:16]=3[C:7]=2[C:6]([C:18]2[CH:23]=[CH:22][C:21]([C:24]([CH3:28])([CH3:27])[C:25]#[N:26])=[CH:20][CH:19]=2)=[N:5]1)(=[O:3])[CH3:2].[B:29]1([B:29]2[O:33][C:32]([CH3:35])([CH3:34])[C:31]([CH3:37])([CH3:36])[O:30]2)[O:33][C:32]([CH3:35])([CH3:34])[C:31]([CH3:37])([CH3:36])[O:30]1.CC([O-])=O.[K+], predict the reaction product. The product is: [C:1]([N:4]1[C:8]2[CH:9]=[N:10][C:11]3[CH:12]=[CH:13][C:14]([B:29]4[O:33][C:32]([CH3:35])([CH3:34])[C:31]([CH3:37])([CH3:36])[O:30]4)=[CH:15][C:16]=3[C:7]=2[C:6]([C:18]2[CH:23]=[CH:22][C:21]([C:24]([CH3:28])([CH3:27])[C:25]#[N:26])=[CH:20][CH:19]=2)=[N:5]1)(=[O:3])[CH3:2].